From a dataset of Full USPTO retrosynthesis dataset with 1.9M reactions from patents (1976-2016). Predict the reactants needed to synthesize the given product. (1) Given the product [CH:1]1([N:7]2[CH2:13][C:12]([F:15])([F:14])[C:11](=[O:16])[N:10]([CH3:17])[C:9]3[CH:18]=[N:19][C:20]([NH:22][C:23]4[CH:31]=[CH:30][C:26]([C:27]([NH:50][N:49]5[CH2:44][CH2:45][CH2:46][CH2:47]5)=[O:28])=[CH:25][C:24]=4[O:32][CH3:33])=[N:21][C:8]2=3)[CH2:2][CH2:3][CH2:4][CH2:5][CH2:6]1, predict the reactants needed to synthesize it. The reactants are: [CH:1]1([N:7]2[CH2:13][C:12]([F:15])([F:14])[C:11](=[O:16])[N:10]([CH3:17])[C:9]3[CH:18]=[N:19][C:20]([NH:22][C:23]4[CH:31]=[CH:30][C:26]([C:27](O)=[O:28])=[CH:25][C:24]=4[O:32][CH3:33])=[N:21][C:8]2=3)[CH2:6][CH2:5][CH2:4][CH2:3][CH2:2]1.CN(C(ON1[N:50]=[N:49][C:44]2[CH:45]=[CH:46][CH:47]=NC1=2)=[N+](C)C)C.F[P-](F)(F)(F)(F)F.N1(N)CCCC1. (2) Given the product [CH2:16]([O:18][C:19]([C:21]1[C:25]([CH2:26][CH2:27][CH2:28][N:29]2[CH2:34][CH2:33][O:32][CH2:31][CH2:30]2)=[C:24]([CH:35]=[C:9]2[C:8]3[C:12](=[CH:13][CH:14]=[C:6]([S:3](=[O:5])(=[O:4])[NH:2][CH3:1])[CH:7]=3)[NH:11][C:10]2=[O:15])[NH:23][C:22]=1[CH3:37])=[O:20])[CH3:17], predict the reactants needed to synthesize it. The reactants are: [CH3:1][NH:2][S:3]([C:6]1[CH:7]=[C:8]2[C:12](=[CH:13][CH:14]=1)[NH:11][C:10](=[O:15])[CH2:9]2)(=[O:5])=[O:4].[CH2:16]([O:18][C:19]([C:21]1[C:25]([CH2:26][CH2:27][CH2:28][N:29]2[CH2:34][CH2:33][O:32][CH2:31][CH2:30]2)=[C:24]([CH:35]=O)[NH:23][C:22]=1[CH3:37])=[O:20])[CH3:17]. (3) Given the product [C:15]([O:19][C:20](=[O:29])[NH:21][CH2:22][CH:23]1[O:28][CH2:27][CH2:26][N:25]([C:2]2[C:14]3[C:13]4[C:8](=[CH:9][CH:10]=[CH:11][CH:12]=4)[NH:7][C:6]=3[N:5]=[CH:4][N:3]=2)[CH2:24]1)([CH3:18])([CH3:16])[CH3:17], predict the reactants needed to synthesize it. The reactants are: Cl[C:2]1[C:14]2[C:13]3[C:8](=[CH:9][CH:10]=[CH:11][CH:12]=3)[NH:7][C:6]=2[N:5]=[CH:4][N:3]=1.[C:15]([O:19][C:20](=[O:29])[NH:21][CH2:22][CH:23]1[O:28][CH2:27][CH2:26][NH:25][CH2:24]1)([CH3:18])([CH3:17])[CH3:16].C(N(CC)CC)C. (4) Given the product [CH:43]([S:40]([C:37]1[CH:36]=[CH:35][C:34]([C:32]2[N:33]=[C:28]([C:26]3[O:25][N:24]=[C:23]([C:20]4[CH:19]=[CH:18][C:17]([NH:16][CH2:1][CH:3]5[CH2:8][CH2:7][CH2:6][CH2:5][NH:4]5)=[CH:22][CH:21]=4)[CH:27]=3)[C:29]([NH2:46])=[N:30][CH:31]=2)=[CH:39][CH:38]=1)(=[O:41])=[O:42])([CH3:45])[CH3:44], predict the reactants needed to synthesize it. The reactants are: [CH:1]([CH:3]1[CH2:8][CH2:7][CH2:6][CH2:5][N:4]1C(OC(C)(C)C)=O)=O.[NH2:16][C:17]1[CH:22]=[CH:21][C:20]([C:23]2[CH:27]=[C:26]([C:28]3[C:29]([N:46](C(OC(C)(C)C)=O)C(=O)OC(C)(C)C)=[N:30][CH:31]=[C:32]([C:34]4[CH:39]=[CH:38][C:37]([S:40]([CH:43]([CH3:45])[CH3:44])(=[O:42])=[O:41])=[CH:36][CH:35]=4)[N:33]=3)[O:25][N:24]=2)=[CH:19][CH:18]=1.C(O)(=O)C.C(O[BH-](OC(=O)C)OC(=O)C)(=O)C.[Na+].C(O)(C(F)(F)F)=O. (5) Given the product [CH2:7]([O:14][C:15]1[CH:19]=[C:18]2[C:20](=[O:21])[NH:28][CH2:27][CH2:26][CH2:25][N:17]2[N:16]=1)[C:8]1[CH:13]=[CH:12][CH:11]=[CH:10][CH:9]=1, predict the reactants needed to synthesize it. The reactants are: C([O-])([O-])=O.[Na+].[Na+].[CH2:7]([O:14][C:15]1[CH:19]=[C:18]([C:20](OCC)=[O:21])[N:17]([CH2:25][CH2:26][CH2:27][NH2:28])[N:16]=1)[C:8]1[CH:13]=[CH:12][CH:11]=[CH:10][CH:9]=1. (6) Given the product [CH3:23][S:24]([O:1][CH2:2][C:3]1[N:8]=[C:7]([O:9][CH2:10][C@H:11]2[CH2:15][CH2:14][CH2:13][N:12]2[C:16]([O:18][C:19]([CH3:22])([CH3:21])[CH3:20])=[O:17])[CH:6]=[CH:5][CH:4]=1)(=[O:26])=[O:25], predict the reactants needed to synthesize it. The reactants are: [OH:1][CH2:2][C:3]1[N:8]=[C:7]([O:9][CH2:10][C@H:11]2[CH2:15][CH2:14][CH2:13][N:12]2[C:16]([O:18][C:19]([CH3:22])([CH3:21])[CH3:20])=[O:17])[CH:6]=[CH:5][CH:4]=1.[CH3:23][S:24](Cl)(=[O:26])=[O:25].CCN(C(C)C)C(C)C.O.